This data is from Catalyst prediction with 721,799 reactions and 888 catalyst types from USPTO. The task is: Predict which catalyst facilitates the given reaction. (1) Reactant: [OH:1][C:2]1[CH:3]=[C:4]([CH:9]=[C:10]([O:12][CH:13]([CH3:15])[CH3:14])[CH:11]=1)[C:5]([O:7][CH3:8])=[O:6].C(=O)([O-])[O-].[K+].[K+].[CH2:22](Br)[C:23]1[CH:28]=[CH:27][CH:26]=[CH:25][CH:24]=1. Product: [CH3:14][CH:13]([O:12][C:10]1[CH:9]=[C:4]([CH:3]=[C:2]([O:1][CH2:22][C:23]2[CH:28]=[CH:27][CH:26]=[CH:25][CH:24]=2)[CH:11]=1)[C:5]([O:7][CH3:8])=[O:6])[CH3:15]. The catalyst class is: 3. (2) Reactant: [CH3:1][O:2][CH2:3][CH2:4][O:5][CH2:6][CH2:7]O.C(P(CCCC)CCCC)CCC.[Cl:22][C:23]1[CH:42]=[CH:41][C:26]([NH:27][C:28]2[C:37]3[C:32](=[CH:33][C:34]([OH:40])=[C:35]([O:38][CH3:39])[CH:36]=3)[N:31]=[CH:30][N:29]=2)=[C:25]([F:43])[CH:24]=1.N(C(N1CCCCC1)=O)=NC(N1CCCCC1)=O. Product: [ClH:22].[Cl:22][C:23]1[CH:42]=[CH:41][C:26]([NH:27][C:28]2[C:37]3[C:32](=[CH:33][C:34]([O:40][CH2:7][CH2:6][O:5][CH2:4][CH2:3][O:2][CH3:1])=[C:35]([O:38][CH3:39])[CH:36]=3)[N:31]=[CH:30][N:29]=2)=[C:25]([F:43])[CH:24]=1. The catalyst class is: 158. (3) Reactant: [NH2:1][C:2]1[C:11]2[C:6](=[CH:7][C:8]([CH2:12][N:13]3[CH2:18][CH2:17][N:16]([C:19](=[O:29])[CH2:20][C:21]([C:23]4[S:24][C:25]([Cl:28])=[CH:26][CH:27]=4)=[O:22])[CH:15]([CH2:30][CH2:31][CH3:32])[C:14]3=[O:33])=[CH:9][CH:10]=2)[N:5]=[CH:4][N:3]=1.[H-].[Na+].C1C=CC(S(N(S(C2C=CC=CC=2)(=O)=O)[F:46])(=O)=O)=CC=1.C(O)(=O)C. Product: [NH2:1][C:2]1[C:11]2[C:6](=[CH:7][C:8]([CH2:12][N:13]3[CH2:18][CH2:17][N:16]([C:19](=[O:29])[CH:20]([F:46])[C:21]([C:23]4[S:24][C:25]([Cl:28])=[CH:26][CH:27]=4)=[O:22])[CH:15]([CH2:30][CH2:31][CH3:32])[C:14]3=[O:33])=[CH:9][CH:10]=2)[N:5]=[CH:4][N:3]=1. The catalyst class is: 1.